Dataset: Catalyst prediction with 721,799 reactions and 888 catalyst types from USPTO. Task: Predict which catalyst facilitates the given reaction. (1) Reactant: [BH4-].[Na+].[CH2:3]([O:5][C:6]([N:8]1[CH2:13][CH2:12][C:11]2[N:14]=[C:15]([CH:17]=[O:18])[O:16][C:10]=2[CH2:9]1)=[O:7])[CH3:4]. Product: [CH2:3]([O:5][C:6]([N:8]1[CH2:13][CH2:12][C:11]2[N:14]=[C:15]([CH2:17][OH:18])[O:16][C:10]=2[CH2:9]1)=[O:7])[CH3:4]. The catalyst class is: 430. (2) Reactant: [Br:1][C:2]1[N:14]=[C:5]2[CH:6]=[CH:7][C:8]([C:10](OC)=[O:11])=[CH:9][N:4]2[N:3]=1.CC(C[AlH]CC(C)C)C. Product: [Br:1][C:2]1[N:14]=[C:5]2[CH:6]=[CH:7][C:8]([CH2:10][OH:11])=[CH:9][N:4]2[N:3]=1. The catalyst class is: 2. (3) Product: [OH:6][CH:5]([CH2:4][OH:3])[CH2:7][NH:8]/[C:9](/[NH:20][C:21]1[NH:25][N:24]=[C:23]([C:26]([F:27])([F:29])[F:28])[CH:22]=1)=[N:10]/[C:11](=[O:19])[C:12]1[CH:13]=[CH:14][C:15]([F:18])=[CH:16][CH:17]=1. Reactant: CC1(C)[O:6][CH:5]([CH2:7][NH:8]/[C:9](/[NH:20][C:21]2[NH:25][N:24]=[C:23]([C:26]([F:29])([F:28])[F:27])[CH:22]=2)=[N:10]/[C:11](=[O:19])[C:12]2[CH:17]=[CH:16][C:15]([F:18])=[CH:14][CH:13]=2)[CH2:4][O:3]1.C1(C)C=CC(S(O)(=O)=O)=CC=1.C(N(CC)CC)C. The catalyst class is: 1. (4) Reactant: Br.[NH2:2][C:3]1[CH:8]=[CH:7][N:6]2[CH:9]=[C:10]([C:12]3[CH:17]=[CH:16][C:15]([OH:18])=[CH:14][CH:13]=3)[N:11]=[C:5]2[CH:4]=1.[H-].[Na+].Br[CH2:22][CH2:23][F:24]. Product: [F:24][CH2:23][CH2:22][O:18][C:15]1[CH:14]=[CH:13][C:12]([C:10]2[N:11]=[C:5]3[CH:4]=[C:3]([NH2:2])[CH:8]=[CH:7][N:6]3[CH:9]=2)=[CH:17][CH:16]=1. The catalyst class is: 3. (5) Reactant: [F:1][C:2]1[CH:3]=[CH:4][C:5]([O:23][CH3:24])=[C:6]([C:8]2[CH:13]=[CH:12][N:11]=[C:10]3[NH:14][C:15]([CH:17]4[CH2:22][CH2:21][NH:20][CH2:19][CH2:18]4)=[CH:16][C:9]=23)[CH:7]=1.C(N(CC)CC)C.[CH:32]([S:34]([NH2:37])(=[O:36])=[O:35])=[CH2:33]. Product: [F:1][C:2]1[CH:3]=[CH:4][C:5]([O:23][CH3:24])=[C:6]([C:8]2[CH:13]=[CH:12][N:11]=[C:10]3[NH:14][C:15]([CH:17]4[CH2:18][CH2:19][N:20]([CH2:33][CH2:32][S:34]([NH2:37])(=[O:36])=[O:35])[CH2:21][CH2:22]4)=[CH:16][C:9]=23)[CH:7]=1. The catalyst class is: 9.